Dataset: Cav3 T-type calcium channel HTS with 100,875 compounds. Task: Binary Classification. Given a drug SMILES string, predict its activity (active/inactive) in a high-throughput screening assay against a specified biological target. (1) The compound is O(C(=O)c1cc(nc2c1cccc2)C1CC1)CC(=O)c1c(n(CC(C)C)c(=O)n(c1=O)C)N. The result is 0 (inactive). (2) The drug is O=C(NCC1N(CCC1)CC)Cn1nc2CCC(Cc2c1)C. The result is 0 (inactive). (3) The molecule is S(c1n(c(nn1)c1ccncc1)CC=C)CC(=O)Nc1c(cccc1C)C. The result is 0 (inactive). (4) The compound is o1c(c(OCC(OCC)=O)c(=O)c2c1cccc2)c1ccc(OC)cc1. The result is 0 (inactive). (5) The compound is N1(CCCCC1)c1ncnc2c1[nH]c1c2cccc1. The result is 0 (inactive). (6) The molecule is O(C(=O)c1c(nc(NCCC)c(c1)C#N)c1ccccc1)CC. The result is 0 (inactive). (7) The compound is FC(F)(F)c1cc(CNC(=O)C2ON=C(C2)c2c([N+]([O-])=O)cccc2)cc(c1)C(F)(F)F. The result is 0 (inactive). (8) The molecule is o1c2c(cc(c1=O)C(=O)NNC(=O)COc1cc(ccc1)C)cccc2. The result is 0 (inactive). (9) The drug is S(=O)(=O)(N1CCN(CC1)c1ccc(F)cc1)c1cc2oc(=O)n(c2cc1)C. The result is 0 (inactive). (10) The compound is O=C(NCC[N+]1(CCCCC1)C)/C=N\O. The result is 0 (inactive).